Dataset: Catalyst prediction with 721,799 reactions and 888 catalyst types from USPTO. Task: Predict which catalyst facilitates the given reaction. (1) Reactant: [NH:1]1[CH2:5][CH2:4][C@@H:3]([O:6][C:7]2[CH:12]=[CH:11][C:10]([C:13]3[C:14]4[N:15]([N:19]=[C:20]([NH:22][C:23]([CH:25]5[CH2:27][CH2:26]5)=[O:24])[CH:21]=4)[CH:16]=[CH:17][CH:18]=3)=[CH:9][CH:8]=2)[CH2:2]1.C(N(CC)CC)C.[CH3:35][S:36](Cl)(=[O:38])=[O:37]. Product: [CH3:35][S:36]([N:1]1[CH2:5][CH2:4][C@@H:3]([O:6][C:7]2[CH:8]=[CH:9][C:10]([C:13]3[C:14]4[N:15]([N:19]=[C:20]([NH:22][C:23]([CH:25]5[CH2:26][CH2:27]5)=[O:24])[CH:21]=4)[CH:16]=[CH:17][CH:18]=3)=[CH:11][CH:12]=2)[CH2:2]1)(=[O:38])=[O:37]. The catalyst class is: 2. (2) The catalyst class is: 5. Product: [F:3][C:4]1[CH:23]=[CH:22][C:7]([O:8][CH2:9][CH2:10][NH2:11])=[CH:6][CH:5]=1. Reactant: NN.[F:3][C:4]1[CH:23]=[CH:22][C:7]([O:8][CH2:9][CH2:10][N:11]2C(=O)C3C(=CC=CC=3)C2=O)=[CH:6][CH:5]=1. (3) Reactant: [Br:1][C:2]1[CH:3]=[C:4]([CH:7]=[CH:8][N+:9]([O-])=O)[S:5][CH:6]=1.[Li+].[BH4-].Cl[Si](C)(C)C. Product: [Br:1][C:2]1[CH:3]=[C:4]([CH2:7][CH2:8][NH2:9])[S:5][CH:6]=1. The catalyst class is: 1. (4) Reactant: [Br:1][C:2]1[CH:3]=[C:4]([CH:10]=[CH:11][CH:12]=1)[O:5][CH2:6][CH:7]1[CH2:9][O:8]1.[CH2:13]1[C:22]2[C:17](=[CH:18][CH:19]=[CH:20][CH:21]=2)[CH2:16][CH2:15][NH:14]1. Product: [Br:1][C:2]1[CH:3]=[C:4]([CH:10]=[CH:11][CH:12]=1)[O:5][CH2:6][CH:7]([OH:8])[CH2:9][N:14]1[CH2:15][CH2:16][C:17]2[C:22](=[CH:21][CH:20]=[CH:19][CH:18]=2)[CH2:13]1. The catalyst class is: 5. (5) Reactant: [CH3:1][C:2]1[CH:3]=[C:4]([NH:15][C:16]2[N:17]=[CH:18][C:19]3[C:25](=[O:26])[N:24]([C:27]4[CH:32]=[C:31]([N+:33]([O-])=O)[CH:30]=[CH:29][C:28]=4[CH3:36])[CH2:23][CH2:22][C:20]=3[N:21]=2)[CH:5]=[CH:6][C:7]=1[N:8]1[CH2:13][CH2:12][N:11]([CH3:14])[CH2:10][CH2:9]1.C1COCC1. Product: [NH2:33][C:31]1[CH:30]=[CH:29][C:28]([CH3:36])=[C:27]([N:24]2[CH2:23][CH2:22][C:20]3[N:21]=[C:16]([NH:15][C:4]4[CH:5]=[CH:6][C:7]([N:8]5[CH2:9][CH2:10][N:11]([CH3:14])[CH2:12][CH2:13]5)=[C:2]([CH3:1])[CH:3]=4)[N:17]=[CH:18][C:19]=3[C:25]2=[O:26])[CH:32]=1. The catalyst class is: 43. (6) Reactant: [S:1]1[CH:5]=[CH:4][N:3]=[C:2]1[C:6]1[CH:7]=[C:8]([CH:15]=[CH:16][CH:17]=1)[CH2:9][NH:10][CH:11]([C:13]#[CH:14])[CH3:12].[N:18]([C:21]1[CH:26]=[CH:25][C:24]([O:27][C:28]([F:31])([F:30])[F:29])=[CH:23][CH:22]=1)=[C:19]=[O:20]. Product: [CH3:12][CH:11]([N:10]([CH2:9][C:8]1[CH:15]=[CH:16][CH:17]=[C:6]([C:2]2[S:1][CH:5]=[CH:4][N:3]=2)[CH:7]=1)[C:19]([NH:18][C:21]1[CH:26]=[CH:25][C:24]([O:27][C:28]([F:29])([F:30])[F:31])=[CH:23][CH:22]=1)=[O:20])[C:13]#[CH:14]. The catalyst class is: 2. (7) The catalyst class is: 8. Product: [CH3:1][NH:2][CH2:8][C@@H:9]([NH:17][C:18](=[O:19])[O:20][CH2:21][C:22]1[CH:27]=[CH:26][CH:25]=[CH:24][CH:23]=1)[CH2:10][C@H:11]1[CH2:16][CH2:15][CH2:14][O:13][CH2:12]1. Reactant: [CH3:1][NH2:2].CS(O[CH2:8][C@@H:9]([NH:17][C:18]([O:20][CH2:21][C:22]1[CH:27]=[CH:26][CH:25]=[CH:24][CH:23]=1)=[O:19])[CH2:10][C@H:11]1[CH2:16][CH2:15][CH2:14][O:13][CH2:12]1)(=O)=O.